Dataset: Full USPTO retrosynthesis dataset with 1.9M reactions from patents (1976-2016). Task: Predict the reactants needed to synthesize the given product. (1) Given the product [CH3:33][N:34]([CH3:39])[CH2:35][CH2:36][CH2:37][NH:38][C:9]1[N:8]=[C:7]([NH:15][C:16]2[CH:17]=[C:18]([CH:23]=[CH:24][C:25]=2[CH3:26])[C:19]([NH:21][CH3:22])=[O:20])[C:6]([N+:27]([O-:29])=[O:28])=[C:5]([N:4]([CH2:3][C:2]([CH3:32])([CH3:31])[CH3:1])[CH3:30])[N:10]=1, predict the reactants needed to synthesize it. The reactants are: [CH3:1][C:2]([CH3:32])([CH3:31])[CH2:3][N:4]([CH3:30])[C:5]1[N:10]=[C:9](S(C)(=O)=O)[N:8]=[C:7]([NH:15][C:16]2[CH:17]=[C:18]([CH:23]=[CH:24][C:25]=2[CH3:26])[C:19]([NH:21][CH3:22])=[O:20])[C:6]=1[N+:27]([O-:29])=[O:28].[CH3:33][N:34]([CH3:39])[CH2:35][CH2:36][CH2:37][NH2:38]. (2) Given the product [CH2:16]([NH:23][C:12]([C:10]1[C:9]2[C:4](=[CH:5][CH:6]=[CH:7][CH:8]=2)[N:3]=[C:2]([NH:23][CH2:16][C:17]2[CH:22]=[CH:21][CH:20]=[CH:19][CH:18]=2)[CH:11]=1)=[O:14])[C:17]1[CH:22]=[CH:21][CH:20]=[CH:19][CH:18]=1, predict the reactants needed to synthesize it. The reactants are: Cl[C:2]1[CH:11]=[C:10]([C:12]([O:14]C)=O)[C:9]2[C:4](=[CH:5][CH:6]=[CH:7][CH:8]=2)[N:3]=1.[CH2:16]([NH2:23])[C:17]1[CH:22]=[CH:21][CH:20]=[CH:19][CH:18]=1.C(Cl)(Cl)Cl.